From a dataset of Full USPTO retrosynthesis dataset with 1.9M reactions from patents (1976-2016). Predict the reactants needed to synthesize the given product. Given the product [Si:20]([O:27][C@H:28]([CH2:31][CH2:32][CH2:33][CH3:34])[C:29]#[C:30][CH2:7][CH2:8][CH2:9][CH2:10][CH2:11][CH2:12][CH2:13][CH2:14][CH2:15][CH2:16][CH2:17][CH2:18][OH:19])([C:23]([CH3:24])([CH3:25])[CH3:26])([CH3:22])[CH3:21], predict the reactants needed to synthesize it. The reactants are: [Li]CCCC.Br[CH2:7][CH2:8][CH2:9][CH2:10][CH2:11][CH2:12][CH2:13][CH2:14][CH2:15][CH2:16][CH2:17][CH2:18][OH:19].[Si:20]([O:27][C@H:28]([CH2:31][CH2:32][CH2:33][CH3:34])[C:29]#[CH:30])([C:23]([CH3:26])([CH3:25])[CH3:24])([CH3:22])[CH3:21].Cl.